Dataset: Reaction yield outcomes from USPTO patents with 853,638 reactions. Task: Predict the reaction yield, written as a fraction of the theoretical maximum amount of product (1.0 means a 100% yield; for example, 0.34 means a 34% yield). The product is [OH:14][CH2:13][C:12]1[CH:16]=[CH:17][C:9]([NH:8][C:6](=[O:7])[O:5][C:1]([CH3:2])([CH3:4])[CH3:3])=[C:10]([I:18])[CH:11]=1. The reactants are [C:1]([O:5][C:6]([NH:8][C:9]1[CH:17]=[CH:16][C:12]([C:13](O)=[O:14])=[CH:11][C:10]=1[I:18])=[O:7])([CH3:4])([CH3:3])[CH3:2].B. The catalyst is C1COCC1. The yield is 0.790.